Dataset: Buchwald-Hartwig C-N cross coupling reaction yields with 55,370 reactions. Task: Predict the reaction yield, written as a fraction of the theoretical maximum amount of product (1.0 means a 100% yield; for example, 0.34 means a 34% yield). The reactants are FC(F)(F)c1ccc(I)cc1.Cc1ccc(N)cc1.O=S(=O)(O[Pd]1c2ccccc2-c2ccccc2N~1)C(F)(F)F.CC(C)c1cc(C(C)C)c(-c2ccccc2P(C2CCCCC2)C2CCCCC2)c(C(C)C)c1.CCN=P(N=P(N(C)C)(N(C)C)N(C)C)(N(C)C)N(C)C.Cc1ccon1. No catalyst specified. The product is Cc1ccc(Nc2ccc(C(F)(F)F)cc2)cc1. The yield is 0.349.